Dataset: Catalyst prediction with 721,799 reactions and 888 catalyst types from USPTO. Task: Predict which catalyst facilitates the given reaction. (1) Reactant: FC(F)(F)C(O)=O.[C:8]([O:11][CH:12]([O:31][C:32](=[O:34])[CH3:33])[C:13]1[CH:18]=[CH:17][C:16]([O:19][CH2:20][CH2:21][CH2:22][CH2:23][CH:24]2[CH2:28][O:27]C(C)(C)[O:25]2)=[CH:15][CH:14]=1)(=[O:10])[CH3:9]. Product: [C:32]([O:31][CH:12]([O:11][C:8](=[O:10])[CH3:9])[C:13]1[CH:14]=[CH:15][C:16]([O:19][CH2:20][CH2:21][CH2:22][CH2:23][CH:24]([OH:25])[CH2:28][OH:27])=[CH:17][CH:18]=1)(=[O:34])[CH3:33]. The catalyst class is: 125. (2) Reactant: C(O)C.[OH-].[Na+].[CH3:6][O:7][CH2:8][C:9]1[CH:14]=[CH:13][C:12]([C:15]2[CH:20]=[CH:19][C:18]([C:21]([O:23]CC)=[O:22])=[CH:17][CH:16]=2)=[CH:11][CH:10]=1.Cl. Product: [CH3:6][O:7][CH2:8][C:9]1[CH:10]=[CH:11][C:12]([C:15]2[CH:20]=[CH:19][C:18]([C:21]([OH:23])=[O:22])=[CH:17][CH:16]=2)=[CH:13][CH:14]=1. The catalyst class is: 90. (3) Reactant: [I:1][C:2]1[N:6]2[CH:7]=[CH:8][C:9]([C:11]([NH:13][NH2:14])=[O:12])=[CH:10][C:5]2=[N:4][CH:3]=1.[C:15](N1C=CN=C1)(N1C=CN=C1)=[O:16].C(N(CC)CC)C. Product: [I:1][C:2]1[N:6]2[CH:7]=[CH:8][C:9]([C:11]3[O:12][C:15](=[O:16])[NH:14][N:13]=3)=[CH:10][C:5]2=[N:4][CH:3]=1. The catalyst class is: 1. (4) Reactant: [Cl:1][C:2]1[CH:7]=[C:6]2[NH:8][C:9](=[O:41])[C:10]3([CH:15]([C:16]4[CH:21]=[C:20]([F:22])[CH:19]=[CH:18][C:17]=4[O:23][C:24]([C:27]([O:29]CC)=[O:28])([CH3:26])[CH3:25])[CH2:14][C:13](=[O:32])[NH:12][CH:11]3[C:33]3[CH:38]=[C:37]([F:39])[CH:36]=[CH:35][C:34]=3[CH3:40])[C:5]2=[CH:4][CH:3]=1.[OH-].[Na+].O. Product: [Cl:1][C:2]1[CH:7]=[C:6]2[NH:8][C:9](=[O:41])[C:10]3([CH:15]([C:16]4[CH:21]=[C:20]([F:22])[CH:19]=[CH:18][C:17]=4[O:23][C:24]([C:27]([OH:29])=[O:28])([CH3:25])[CH3:26])[CH2:14][C:13](=[O:32])[NH:12][CH:11]3[C:33]3[CH:38]=[C:37]([F:39])[CH:36]=[CH:35][C:34]=3[CH3:40])[C:5]2=[CH:4][CH:3]=1. The catalyst class is: 1. (5) Reactant: [CH3:1][O:2][C:3](=[O:46])[C@@H:4]([NH:23][C:24](=[O:45])[C:25]1[C:30]([Cl:31])=[CH:29][C:28]([O:32][CH2:33][CH2:34][CH2:35][NH:36]C(OC(C)(C)C)=O)=[CH:27][C:26]=1[Cl:44])[CH2:5][C:6]1[CH:11]=[CH:10][C:9]([NH:12][C:13](=[O:22])[C:14]2[C:19]([Cl:20])=[CH:18][CH:17]=[CH:16][C:15]=2[Cl:21])=[CH:8][CH:7]=1.C(O)(C(F)(F)F)=O. Product: [CH3:1][O:2][C:3](=[O:46])[C@@H:4]([NH:23][C:24](=[O:45])[C:25]1[C:26]([Cl:44])=[CH:27][C:28]([O:32][CH2:33][CH2:34][CH2:35][NH2:36])=[CH:29][C:30]=1[Cl:31])[CH2:5][C:6]1[CH:7]=[CH:8][C:9]([NH:12][C:13](=[O:22])[C:14]2[C:19]([Cl:20])=[CH:18][CH:17]=[CH:16][C:15]=2[Cl:21])=[CH:10][CH:11]=1. The catalyst class is: 4.